Predict the reactants needed to synthesize the given product. From a dataset of Full USPTO retrosynthesis dataset with 1.9M reactions from patents (1976-2016). (1) Given the product [N:18]([CH2:16][C:7]1[CH:6]=[C:5]([CH2:1][CH:2]([CH3:4])[CH3:3])[N:9]([C:10]2[CH:15]=[CH:14][CH:13]=[CH:12][CH:11]=2)[N:8]=1)=[N+:19]=[N-:20], predict the reactants needed to synthesize it. The reactants are: [CH2:1]([C:5]1[N:9]([C:10]2[CH:15]=[CH:14][CH:13]=[CH:12][CH:11]=2)[N:8]=[C:7]([CH2:16]O)[CH:6]=1)[CH:2]([CH3:4])[CH3:3].[N-:18]=[N+:19]=[N-:20]. (2) Given the product [CH3:31][S:32]([O:30][C@@:25]([C:19]1[CH:20]=[C:21]([Cl:24])[CH:22]=[CH:23][C:18]=1[NH2:17])([C:6]#[C:7][CH2:8][CH2:9][CH2:10][CH3:11])[C:26]([F:29])([F:27])[F:28])(=[O:34])=[O:33], predict the reactants needed to synthesize it. The reactants are: C([Zn]CC)C.[CH:6]#[C:7][CH2:8][CH2:9][CH2:10][CH3:11].[Li]CCCC.[NH2:17][C:18]1[CH:23]=[CH:22][C:21]([Cl:24])=[CH:20][C:19]=1[C:25](=[O:30])[C:26]([F:29])([F:28])[F:27].[CH3:31][S:32](O)(=[O:34])=[O:33]. (3) Given the product [F:2][C:3]1[CH:4]=[C:5]([CH2:13][C:14]([NH:16][C:17]2[C:26]([O:27][CH3:28])=[CH:25][CH:24]=[C:23]3[C:18]=2[CH2:19][CH2:20][N:21]([C:43](=[O:44])[C:42]([CH3:47])([CH3:46])[CH3:41])[CH2:22]3)=[O:15])[CH:6]=[CH:7][C:8]=1[C:9]([F:12])([F:10])[F:11], predict the reactants needed to synthesize it. The reactants are: Cl.[F:2][C:3]1[CH:4]=[C:5]([CH2:13][C:14]([NH:16][C:17]2[C:26]([O:27][CH3:28])=[CH:25][CH:24]=[C:23]3[C:18]=2[CH2:19][CH2:20][NH:21][CH2:22]3)=[O:15])[CH:6]=[CH:7][C:8]=1[C:9]([F:12])([F:11])[F:10].C(N(CC)C(C)C)(C)C.C(Cl)Cl.[CH3:41][C:42]([CH3:47])([CH3:46])[C:43](Cl)=[O:44]. (4) Given the product [NH2:1][C@@H:2]([CH2:5][CH2:6][CH:7]([C:9]1[CH:10]=[CH:11][CH:12]=[CH:13][CH:14]=1)[CH3:8])[CH2:3][OH:4], predict the reactants needed to synthesize it. The reactants are: [NH2:1][C@@H:2]([CH2:5]/[CH:6]=[C:7](/[C:9]1[CH:14]=[CH:13][CH:12]=[CH:11][CH:10]=1)\[CH3:8])[CH2:3][OH:4]. (5) Given the product [Cl:1][C:2]1[CH:3]=[CH:4][N:5]2[CH:10]=[C:9]([CH:11]([OH:21])[CH3:12])[N:8]([C:13]3[CH:18]=[CH:17][CH:16]=[C:15]([F:19])[CH:14]=3)[C:7](=[O:20])[C:6]=12, predict the reactants needed to synthesize it. The reactants are: [Cl:1][C:2]1[CH:3]=[CH:4][N:5]2[CH:10]=[C:9]([CH2:11][CH3:12])[N:8]([C:13]3[CH:18]=[CH:17][CH:16]=[C:15]([F:19])[CH:14]=3)[C:7](=[O:20])[C:6]=12.[O:21]1CCOCC1. (6) Given the product [Cl:16][C:2]([Cl:1])=[CH:3][C:4]1[CH:9]=[C:8]([F:10])[CH:7]=[CH:6][C:5]=1[F:11], predict the reactants needed to synthesize it. The reactants are: [Cl:1][C:2](Cl)([Cl:16])[CH:3](OC(=O)C)[C:4]1[CH:9]=[C:8]([F:10])[CH:7]=[CH:6][C:5]=1[F:11]. (7) Given the product [Br:1][C:2]1[CH:3]=[C:4]([CH:8]=[C:9]([F:11])[CH:10]=1)[C:5]([N:14]([O:15][CH3:16])[CH3:13])=[O:6], predict the reactants needed to synthesize it. The reactants are: [Br:1][C:2]1[CH:3]=[C:4]([CH:8]=[C:9]([F:11])[CH:10]=1)[C:5](O)=[O:6].Cl.[CH3:13][NH:14][O:15][CH3:16].CCN(CC)CC. (8) Given the product [CH2:32]([C:31]1[C:26]([CH3:25])=[C:27]([OH:28])[C:6]2[C:4](=[CH:3][C:2]([CH3:1])=[C:8]([O:9][CH2:10][CH2:11][CH2:12][O:13][C:14]3[CH:19]=[CH:18][C:17]([C:20]([F:22])([F:21])[F:23])=[CH:16][CH:15]=3)[C:7]=2[CH3:24])[N:5]=1)[CH3:33], predict the reactants needed to synthesize it. The reactants are: [CH3:1][C:2]1[CH:3]=[C:4]([CH:6]=[C:7]([CH3:24])[C:8]=1[O:9][CH2:10][CH2:11][CH2:12][O:13][C:14]1[CH:19]=[CH:18][C:17]([C:20]([F:23])([F:22])[F:21])=[CH:16][CH:15]=1)[NH2:5].[CH3:25][CH:26]([C:31](=O)[CH2:32][CH3:33])[C:27](OC)=[O:28].C1(C)C=CC(S(O)(=O)=O)=CC=1.O.C(=O)(O)[O-].[Na+].